This data is from Forward reaction prediction with 1.9M reactions from USPTO patents (1976-2016). The task is: Predict the product of the given reaction. (1) Given the reactants [C:1]([O:5][C:6]([N:8]1[CH2:13][CH2:12][CH:11]([NH:14][C:15]2[C:20]([N+:21]([O-])=O)=[CH:19][CH:18]=[C:17]([N:24]([CH3:26])[CH3:25])[N:16]=2)[CH2:10][CH2:9]1)=[O:7])([CH3:4])([CH3:3])[CH3:2].[CH:27]([O-:29])=O.[NH4+].[CH:31]1N=CN(C(N2C=NC=C2)=O)C=1.C[Si]([N-][Si](C)(C)C)(C)C.[K+].IC, predict the reaction product. The product is: [C:1]([O:5][C:6]([N:8]1[CH2:13][CH2:12][CH:11]([N:14]2[C:15]3=[N:16][C:17]([N:24]([CH3:26])[CH3:25])=[CH:18][CH:19]=[C:20]3[N:21]([CH3:31])[C:27]2=[O:29])[CH2:10][CH2:9]1)=[O:7])([CH3:4])([CH3:3])[CH3:2]. (2) The product is: [CH3:18][N:19]1[C:23]([OH:24])=[C:22]([C:25](=[O:26])[C:2]2[CH:7]=[CH:6][C:5]([S:8]([CH3:11])(=[O:10])=[O:9])=[C:4]([C:12]3[CH2:16][CH2:15][O:14][N:13]=3)[C:3]=2[CH3:17])[CH:21]=[N:20]1. Given the reactants Br[C:2]1[C:3]([CH3:17])=[C:4]([C:12]2[CH2:16][CH2:15][O:14][N:13]=2)[C:5]([S:8]([CH3:11])(=[O:10])=[O:9])=[CH:6][CH:7]=1.[CH3:18][N:19]1[C:23]([OH:24])=[CH:22][CH:21]=[N:20]1.[C:25](=O)([O-])[O-:26].[K+].[K+].C(N(CC)CC)C, predict the reaction product. (3) Given the reactants [C:1]([Si:5]([CH3:20])([CH3:19])[O:6][C:7]1[CH:15]=[C:14]2[C:10]([CH:11]=[C:12](B(O)O)[NH:13]2)=[CH:9][CH:8]=1)([CH3:4])([CH3:3])[CH3:2].[C:21]([O:25][C:26]([N:28]1[C:32]2[CH:33]=[C:34]([C:36]([CH3:44])([CH3:43])[O:37][SiH2:38][C:39]([CH3:42])([CH3:41])[CH3:40])[S:35][C:31]=2[C:30](I)=[N:29]1)=[O:27])([CH3:24])([CH3:23])[CH3:22].[C:46](=[O:49])([O-])[O-:47].[Cs+].[Cs+], predict the reaction product. The product is: [C:1]([O:47][C:46]([N:13]1[C:14]2[C:10](=[CH:9][CH:8]=[C:7]([O:6][Si:5]([C:1]([CH3:4])([CH3:3])[CH3:2])([CH3:20])[CH3:19])[CH:15]=2)[CH:11]=[C:12]1[C:30]1[C:31]2[S:35][C:34]([C:36]([CH3:44])([CH3:43])[O:37][SiH2:38][C:39]([CH3:42])([CH3:41])[CH3:40])=[CH:33][C:32]=2[N:28]([C:26]([O:25][C:21]([CH3:24])([CH3:23])[CH3:22])=[O:27])[N:29]=1)=[O:49])([CH3:4])([CH3:3])[CH3:2]. (4) Given the reactants [Cl:1][C:2]1[CH:3]=[C:4]([C:8]#[C:9][C:10]2[NH:11][O:12][CH:13]3[NH:17][CH2:16][CH2:15][C:14]=23)[CH:5]=[CH:6][CH:7]=1.C(N(CC)CC)C.[CH3:25][C:26]([CH3:32])([CH3:31])[CH2:27][N:28]=[C:29]=[O:30].O, predict the reaction product. The product is: [Cl:1][C:2]1[CH:3]=[C:4]([C:8]#[C:9][C:10]2[CH:14]3[CH2:15][CH2:16][N:17]([C:29]([NH:28][CH2:27][C:26]([CH3:32])([CH3:31])[CH3:25])=[O:30])[CH:13]3[O:12][N:11]=2)[CH:5]=[CH:6][CH:7]=1. (5) Given the reactants [Cl:1][C:2]1[C:9]([F:10])=[CH:8][C:5]([C:6]#[N:7])=[C:4]([O:11][C:12]2[CH:17]=[CH:16][CH:15]=[C:14]([CH:18]=O)[C:13]=2[O:20][CH3:21])[CH:3]=1.CN.[C:24]([BH3-])#[N:25].[Na+].[C:28]([OH:35])(=[O:34])/[CH:29]=[CH:30]/[C:31]([OH:33])=[O:32], predict the reaction product. The product is: [C:28]([OH:35])(=[O:34])/[CH:29]=[CH:30]/[C:31]([OH:33])=[O:32].[Cl:1][C:2]1[C:9]([F:10])=[CH:8][C:5]([C:6]#[N:7])=[C:4]([O:11][C:12]2[CH:17]=[CH:16][CH:15]=[C:14]([CH2:18][NH:25][CH3:24])[C:13]=2[O:20][CH3:21])[CH:3]=1. (6) Given the reactants C([O:5][C:6](=[O:52])[C@@H:7]([NH:13][C:14](=[O:51])[CH2:15][CH2:16][C@@H:17]([C:44]([O:46][C:47]([CH3:50])([CH3:49])[CH3:48])=[O:45])[NH:18][C:19](=[O:43])[CH2:20][CH2:21][CH2:22][CH2:23][CH2:24][CH2:25][CH2:26][CH2:27][CH2:28][CH2:29][CH2:30][CH2:31][CH2:32][CH2:33][CH2:34][CH2:35][C:36]([O:38][C:39]([CH3:42])([CH3:41])[CH3:40])=[O:37])[CH2:8][CH2:9][C:10]([OH:12])=[O:11])(C)(C)C.[B-](F)(F)(F)F.CN(C(O[N:66]1[C:71](=[O:72])[CH2:70][CH2:69][C:67]1=[O:68])=[N+](C)C)C.CCN([CH:79]([CH3:81])[CH3:80])C(C)C.Cl.[C:83](#N)C, predict the reaction product. The product is: [O:68]=[C:67]1[CH2:69][CH2:70][C:71](=[O:72])[N:66]1[O:5][C:6](=[O:52])[C@@H:7]([NH:13][C:14](=[O:51])[CH2:15][CH2:16][C@@H:17]([C:44]([O:46][C:47]([CH3:49])([CH3:48])[CH3:50])=[O:45])[NH:18][C:19](=[O:43])[CH2:20][CH2:21][CH2:22][CH2:23][CH2:24][CH2:25][CH2:26][CH2:27][CH2:28][CH2:29][CH2:30][CH2:31][CH2:32][CH2:33][CH2:34][CH2:35][C:36]([O:38][C:39]([CH3:42])([CH3:41])[CH3:40])=[O:37])[CH2:8][CH2:9][C:10]([O:12][C:79]([CH3:81])([CH3:83])[CH3:80])=[O:11]. (7) Given the reactants [CH3:1][C:2]([CH3:15])([CH2:12][CH2:13][CH3:14])[C:3](=[O:11])[CH2:4][C:5]1[CH:10]=[CH:9][CH:8]=[CH:7][CH:6]=1.N1CCCC[CH2:17]1.C=O, predict the reaction product. The product is: [CH3:1][C:2]([CH3:15])([CH2:12][CH2:13][CH3:14])[C:3](=[O:11])[C:4]([C:5]1[CH:10]=[CH:9][CH:8]=[CH:7][CH:6]=1)=[CH2:17]. (8) The product is: [C:16]([O:15][C:13](/[CH:12]=[CH:11]/[C:8]1[N:9]=[CH:10][C:5](/[CH:3]=[CH:12]/[C:13]([O:15][CH2:16][CH3:17])=[O:14])=[CH:6][CH:7]=1)=[O:14])([CH3:19])([CH3:18])[CH3:17]. Given the reactants [H-].[Na+].[CH:3]([C:5]1[CH:6]=[CH:7][C:8](/[CH:11]=[CH:12]/[C:13]([O:15][C:16]([CH3:19])([CH3:18])[CH3:17])=[O:14])=[N:9][CH:10]=1)=O, predict the reaction product.